This data is from Reaction yield outcomes from USPTO patents with 853,638 reactions. The task is: Predict the reaction yield, written as a fraction of the theoretical maximum amount of product (1.0 means a 100% yield; for example, 0.34 means a 34% yield). (1) The reactants are [Cl:1][C:2]1[CH:21]=[C:20]([Cl:22])[CH:19]=[CH:18][C:3]=1[CH2:4][N:5]1[C:9](/[CH:10]=[CH:11]/[C:12]([O:14][CH2:15][CH3:16])=[O:13])=[CH:8][C:7]([OH:17])=[N:6]1.[O:23]1[CH2:28][CH2:27][CH:26](O)[CH2:25][CH2:24]1.C(P(CCCC)CCCC)CCC.N(C(N1CCCCC1)=O)=NC(N1CCCCC1)=O. The catalyst is O1CCCC1. The product is [Cl:1][C:2]1[CH:21]=[C:20]([Cl:22])[CH:19]=[CH:18][C:3]=1[CH2:4][N:5]1[C:9](/[CH:10]=[CH:11]/[C:12]([O:14][CH2:15][CH3:16])=[O:13])=[CH:8][C:7]([O:17][CH:26]2[CH2:27][CH2:28][O:23][CH2:24][CH2:25]2)=[N:6]1. The yield is 0.790. (2) The reactants are Cl[C:2]1[CH:7]=[C:6]([CH:8]2[CH2:10][CH2:9]2)[N:5]=[C:4]([C:11]2[CH:16]=[CH:15][CH:14]=[C:13]([Cl:17])[CH:12]=2)[N:3]=1.CC1(C)C(C)(C)OB([CH2:26][C:27]2[CH:32]=[CH:31][C:30]([CH2:33][C:34]([O:36][CH3:37])=[O:35])=[CH:29][CH:28]=2)O1.C([O-])([O-])=O.[Na+].[Na+].[Cl-]. The catalyst is C1C=CC(P(C2C=CC=CC=2)[C-]2C=CC=C2)=CC=1.C1C=CC(P(C2C=CC=CC=2)[C-]2C=CC=C2)=CC=1.Cl[Pd]Cl.[Fe+2].O.O1CCOCC1. The product is [Cl:17][C:13]1[CH:12]=[C:11]([C:4]2[N:3]=[C:2]([CH2:26][C:27]3[CH:28]=[CH:29][C:30]([CH2:33][C:34]([O:36][CH3:37])=[O:35])=[CH:31][CH:32]=3)[CH:7]=[C:6]([CH:8]3[CH2:10][CH2:9]3)[N:5]=2)[CH:16]=[CH:15][CH:14]=1. The yield is 0.520.